This data is from Full USPTO retrosynthesis dataset with 1.9M reactions from patents (1976-2016). The task is: Predict the reactants needed to synthesize the given product. Given the product [CH2:17]([O:15][C:14](=[O:16])[CH2:13][C@@H:10]1[CH2:11][CH2:12][N:8]([C:6]([O:5][C:2]([CH3:1])([CH3:3])[CH3:4])=[O:7])[CH2:9]1)[CH3:18], predict the reactants needed to synthesize it. The reactants are: [CH3:1][C:2]([O:5][C:6]([N:8]1[CH2:12][CH2:11][C@@H:10]([CH2:13][C:14]([OH:16])=[O:15])[CH2:9]1)=[O:7])([CH3:4])[CH3:3].[CH2:17](OCC)[CH3:18].Cl.CN(C)CCCN=C=NCC.C(O)C.